From a dataset of Full USPTO retrosynthesis dataset with 1.9M reactions from patents (1976-2016). Predict the reactants needed to synthesize the given product. (1) Given the product [Cl:1][C:2]1[CH:7]=[C:6]2[NH:8][C:9](=[O:41])[C:10]3([CH:15]([C:16]4[CH:21]=[C:20]([Cl:22])[CH:19]=[CH:18][C:17]=4[O:23][C:24]([CH2:27][CH3:28])([CH2:25][CH3:26])[C:29]([NH:59][S:56]([CH3:55])(=[O:58])=[O:57])=[O:30])[CH2:14][C:13](=[O:32])[NH:12][CH:11]3[C:33]3[CH:38]=[C:37]([F:39])[CH:36]=[CH:35][C:34]=3[CH3:40])[C:5]2=[CH:4][C:3]=1[F:42], predict the reactants needed to synthesize it. The reactants are: [Cl:1][C:2]1[CH:7]=[C:6]2[NH:8][C:9](=[O:41])[C:10]3([CH:15]([C:16]4[CH:21]=[C:20]([Cl:22])[CH:19]=[CH:18][C:17]=4[O:23][C:24]([C:29](O)=[O:30])([CH2:27][CH3:28])[CH2:25][CH3:26])[CH2:14][C:13](=[O:32])[NH:12][CH:11]3[C:33]3[CH:38]=[C:37]([F:39])[CH:36]=[CH:35][C:34]=3[CH3:40])[C:5]2=[CH:4][C:3]=1[F:42].C1N=CN(C(N2C=NC=C2)=O)C=1.[CH3:55][S:56]([NH2:59])(=[O:58])=[O:57].[H-].[Na+].Cl. (2) The reactants are: [CH3:1][O:2][C:3](=[O:14])[CH2:4][O:5][C:6]1[CH:11]=[CH:10][C:9]([Cl:12])=[C:8]([NH2:13])[CH:7]=1.C[O:16][C:17](=O)[CH:18]([CH2:23][C:24]1[CH:29]=[CH:28][C:27]([C:30]#[N:31])=[CH:26][C:25]=1[Cl:32])[C:19](=O)[CH2:20][CH3:21]. Given the product [CH3:1][O:2][C:3](=[O:14])[CH2:4][O:5][C:6]1[CH:11]=[CH:10][C:9]([Cl:12])=[C:8]2[C:7]=1[C:17]([OH:16])=[C:18]([CH2:23][C:24]1[CH:29]=[CH:28][C:27]([C:30]#[N:31])=[CH:26][C:25]=1[Cl:32])[C:19]([CH2:20][CH3:21])=[N:13]2, predict the reactants needed to synthesize it. (3) Given the product [Cl:18][C:9]1[N:8]=[C:7]([NH:28][CH2:21][C:22]2[CH:27]=[CH:26][CH:25]=[CH:24][CH:23]=2)[C:6]2[C:11](=[CH:12][CH:13]=[C:4]([N+:1]([O-:3])=[O:2])[CH:5]=2)[N:10]=1, predict the reactants needed to synthesize it. The reactants are: [N+:1]([C:4]1[CH:5]=[C:6]2[C:11](=[CH:12][CH:13]=1)[NH:10][C:9](=O)[NH:8][C:7]2=O)([O-:3])=[O:2].P(Cl)(Cl)([Cl:18])=O.[CH2:21]([NH2:28])[C:22]1[CH:27]=[CH:26][CH:25]=[CH:24][CH:23]=1. (4) The reactants are: [OH-].[Na+].[CH:3]1([C:9]2[C:17]3[C:12](=[CH:13][C:14]([C:18]([O:20]C)=[O:19])=[CH:15][CH:16]=3)[N:11]([CH3:22])[C:10]=2[C:23]2[CH:28]=[CH:27][CH:26]=[CH:25][C:24]=2[O:29][CH2:30][C:31]([N:33]([CH3:45])[CH2:34][CH2:35][O:36][CH2:37][CH2:38][N:39]([CH3:44])[S:40](=[O:43])(=[O:42])[NH2:41])=[O:32])[CH2:8][CH2:7][CH2:6][CH2:5][CH2:4]1. Given the product [CH:3]1([C:9]2[C:17]3[C:12](=[CH:13][C:14]([C:18]([OH:20])=[O:19])=[CH:15][CH:16]=3)[N:11]([CH3:22])[C:10]=2[C:23]2[CH:28]=[CH:27][CH:26]=[CH:25][C:24]=2[O:29][CH2:30][C:31]([N:33]([CH3:45])[CH2:34][CH2:35][O:36][CH2:37][CH2:38][N:39]([CH3:44])[S:40](=[O:42])(=[O:43])[NH2:41])=[O:32])[CH2:4][CH2:5][CH2:6][CH2:7][CH2:8]1, predict the reactants needed to synthesize it. (5) Given the product [NH2:1][C:2]1[S:3][C:4]2[C:9]([NH:10][C@H:11]([CH2:14][CH:15]([CH3:16])[CH3:17])[CH2:12][OH:13])=[N:8][C:7]([S:18][CH:27]([C:26]3[CH:25]=[CH:24][N:23]=[CH:22][C:21]=3[Cl:20])[CH3:28])=[N:6][C:5]=2[N:19]=1, predict the reactants needed to synthesize it. The reactants are: [NH2:1][C:2]1[S:3][C:4]2[C:9]([NH:10][C@H:11]([CH2:14][CH:15]([CH3:17])[CH3:16])[CH2:12][OH:13])=[N:8][C:7]([SH:18])=[N:6][C:5]=2[N:19]=1.[Cl:20][C:21]1[CH:22]=[N:23][CH:24]=[CH:25][C:26]=1[C@H:27](Cl)[CH3:28]. (6) Given the product [CH:45]1[C:46]2[C:41](=[N:40][C:39]3[C:48]([C:47]=2[NH:49][C:50]2[CH:51]=[C:52]([NH:57][C:27]([NH:12][C:9]4[CH:10]=[CH:11][C:6]([N:5]([CH2:13][CH2:14][Cl:15])[CH2:4][CH2:3][Cl:2])=[CH:7][CH:8]=4)=[O:33])[CH:53]=[C:54]([CH3:56])[CH:55]=2)=[CH:35][CH:36]=[CH:37][CH:38]=3)[CH:42]=[CH:43][CH:44]=1, predict the reactants needed to synthesize it. The reactants are: Cl.[Cl:2][CH2:3][CH2:4][N:5]([CH2:13][CH2:14][Cl:15])[C:6]1[CH:11]=[CH:10][C:9]([NH2:12])=[CH:8][CH:7]=1.CCN(CC)CC.ClC(Cl)(O[C:27](=[O:33])OC(Cl)(Cl)Cl)Cl.[CH:35]1[C:48]2[C:39](=[N:40][C:41]3[C:46]([C:47]=2[NH:49][C:50]2[CH:55]=[C:54]([CH3:56])[CH:53]=[C:52]([NH2:57])[CH:51]=2)=[CH:45][CH:44]=[CH:43][CH:42]=3)[CH:38]=[CH:37][CH:36]=1. (7) Given the product [CH3:1][C:2]1[N:7]=[C:6]2[S:8][C:9]3[CH2:14][CH2:13][CH2:12][CH2:11][C:10]=3[C:5]2=[C:4]([C:15]2[CH:16]=[CH:17][C:18]([CH2:21][CH3:22])=[CH:19][CH:20]=2)[C:3]=1[CH:23]([CH2:39][CH2:38][CH3:42])[C:24]([O:26][CH3:27])=[O:25], predict the reactants needed to synthesize it. The reactants are: [CH3:1][C:2]1[N:7]=[C:6]2[S:8][C:9]3[CH2:14][CH2:13][CH2:12][CH2:11][C:10]=3[C:5]2=[C:4]([C:15]2[CH:20]=[CH:19][C:18]([CH2:21][CH3:22])=[CH:17][CH:16]=2)[C:3]=1[CH2:23][C:24]([O:26][CH3:27])=[O:25].[Li+].C[Si]([N-][Si](C)(C)C)(C)C.[CH2:38]1[CH2:42]OC[CH2:39]1.ICCC.